This data is from Catalyst prediction with 721,799 reactions and 888 catalyst types from USPTO. The task is: Predict which catalyst facilitates the given reaction. (1) Reactant: [SH:1][C:2]1[CH:7]=[CH:6][CH:5]=[CH:4][C:3]=1[OH:8].C(=O)([O-])[O-].[K+].[K+].Br[CH2:16][CH2:17]Br. Product: [O:8]1[CH2:17][CH2:16][S:1][C:2]2[CH:7]=[CH:6][CH:5]=[CH:4][C:3]1=2. The catalyst class is: 21. (2) Reactant: [Br:1][C:2]1[C:3](Cl)=[N:4][CH:5]=[CH:6][CH:7]=1.[CH3:9][CH2:10][O-:11].[Na+]. Product: [Br:1][C:2]1[C:3]([O:11][CH2:10][CH3:9])=[N:4][CH:5]=[CH:6][CH:7]=1. The catalyst class is: 8. (3) Reactant: CC([O-])=O.[K+].CC1(C)C(C)(C)OB([C:14]2[CH:15]=[N:16][N:17]3[CH:22]=[CH:21][CH:20]=[N:19][C:18]=23)O1.Cl[C:25]1[CH:30]=[C:29]([NH2:31])[CH:28]=[CH:27][N:26]=1. Product: [N:16]1[N:17]2[CH:22]=[CH:21][CH:20]=[N:19][C:18]2=[C:14]([C:25]2[CH:30]=[C:29]([NH2:31])[CH:28]=[CH:27][N:26]=2)[CH:15]=1. The catalyst class is: 12.